From a dataset of Reaction yield outcomes from USPTO patents with 853,638 reactions. Predict the reaction yield, written as a fraction of the theoretical maximum amount of product (1.0 means a 100% yield; for example, 0.34 means a 34% yield). The reactants are CC([CH:5]1[CH2:10][CH:9]([C:11]([NH:13][CH2:14][C:15]2[CH:20]=[CH:19][CH:18]=[CH:17][C:16]=2[C:21]([F:24])([F:23])[F:22])=[O:12])[CH2:8][CH2:7][N:6]1C([O-])=O)(C)C.FC(F)(F)C(O)=O. The catalyst is C(Cl)Cl. The product is [F:24][C:21]([F:22])([F:23])[C:16]1[CH:17]=[CH:18][CH:19]=[CH:20][C:15]=1[CH2:14][NH:13][C:11]([CH:9]1[CH2:8][CH2:7][NH:6][CH2:5][CH2:10]1)=[O:12]. The yield is 0.950.